This data is from Reaction yield outcomes from USPTO patents with 853,638 reactions. The task is: Predict the reaction yield, written as a fraction of the theoretical maximum amount of product (1.0 means a 100% yield; for example, 0.34 means a 34% yield). The reactants are [Br:1][C:2]1[C:11]([O:12][Si:13]([C:16]([CH3:19])([CH3:18])[CH3:17])([CH3:15])[CH3:14])=[C:10]2[C:5]([CH:6]=[CH:7][C:8]([CH:20]=[N:21][NH:22][C:23]3[CH:28]=[CH:27][CH:26]=[CH:25][N:24]=3)=[N:9]2)=[CH:4][CH:3]=1.C(O)(=O)C.C(O)(=O)C.IC1C=CC=CC=1. The catalyst is C(Cl)Cl. The product is [N:22]1[N:21]=[C:20]([C:8]2[CH:7]=[CH:6][C:5]3[C:10](=[C:11]([O:12][Si:13]([C:16]([CH3:19])([CH3:17])[CH3:18])([CH3:15])[CH3:14])[C:2]([Br:1])=[CH:3][CH:4]=3)[N:9]=2)[N:24]2[CH:25]=[CH:26][CH:27]=[CH:28][C:23]=12. The yield is 0.880.